Dataset: Full USPTO retrosynthesis dataset with 1.9M reactions from patents (1976-2016). Task: Predict the reactants needed to synthesize the given product. (1) Given the product [CH2:14]([O:21][C:22]1[C:27]([CH3:28])=[C:26]([CH3:29])[C:25]([N:1]2[CH2:6][CH2:5][O:4][CH2:3][CH2:2]2)=[N:24][C:23]=1[CH3:31])[C:15]1[CH:20]=[CH:19][CH:18]=[CH:17][CH:16]=1, predict the reactants needed to synthesize it. The reactants are: [NH:1]1[CH2:6][CH2:5][O:4][CH2:3][CH2:2]1.C1(C)C=CC=CC=1.[CH2:14]([O:21][C:22]1[C:23]([CH3:31])=[N:24][C:25](Br)=[C:26]([CH3:29])[C:27]=1[CH3:28])[C:15]1[CH:20]=[CH:19][CH:18]=[CH:17][CH:16]=1.CC([O-])(C)C.[Na+]. (2) Given the product [Br:18][C:19]1[CH:26]=[CH:25][C:22]([CH2:23][N:5]2[C:6]3[CH2:7][CH2:8][CH2:9][C:10](=[O:12])[C:11]=3[C:2](=[O:1])[C:3]([C:13]([O:15][CH2:16][CH3:17])=[O:14])=[CH:4]2)=[CH:21][CH:20]=1, predict the reactants needed to synthesize it. The reactants are: [O:1]=[C:2]1[C:11]2[C:10](=[O:12])[CH2:9][CH2:8][CH2:7][C:6]=2[NH:5][CH:4]=[C:3]1[C:13]([O:15][CH2:16][CH3:17])=[O:14].[Br:18][C:19]1[CH:26]=[CH:25][C:22]([CH2:23]Br)=[CH:21][CH:20]=1.C(=O)([O-])[O-].[K+].[K+].